Dataset: Reaction yield outcomes from USPTO patents with 853,638 reactions. Task: Predict the reaction yield, written as a fraction of the theoretical maximum amount of product (1.0 means a 100% yield; for example, 0.34 means a 34% yield). (1) The catalyst is O. The product is [CH3:1][O:2][C:3]1[CH:4]=[C:5]([CH2:6][OH:7])[CH:8]=[C:9]([C:13]2[S:14][CH:15]=[CH:16][CH:17]=2)[C:10]=1[O:11][CH3:12]. The yield is 0.950. The reactants are [CH3:1][O:2][C:3]1[CH:4]=[C:5]([CH:8]=[C:9]([C:13]2[S:14][CH:15]=[CH:16][CH:17]=2)[C:10]=1[O:11][CH3:12])[CH:6]=[O:7].C1COCC1.CCO.[BH4-].[Na+]. (2) The reactants are Br[C:2]1[C:3]([CH:9]([O:15][C:16]([CH3:19])([CH3:18])[CH3:17])[C:10]([O:12][CH2:13][CH3:14])=[O:11])=[C:4]([CH3:8])[S:5][C:6]=1[Cl:7].CC1(C)C(C)(C)OB([C:28]2[CH:29]=[C:30]3[C:35](=[CH:36][CH:37]=2)[O:34][CH2:33][CH2:32][CH2:31]3)O1.C(=O)([O-])[O-].[Na+].[Na+]. The catalyst is O1CCOCC1.O.C1(C=CC=CC=1)[P](C1C=CC=CC=1)(C1C=CC=CC=1)[Pd][P](C1C=CC=CC=1)(C1C=CC=CC=1)C1C=CC=CC=1. The product is [C:16]([O:15][CH:9]([C:3]1[C:2]([C:28]2[CH:37]=[CH:36][C:35]3[O:34][CH2:33][CH2:32][CH2:31][C:30]=3[CH:29]=2)=[C:6]([Cl:7])[S:5][C:4]=1[CH3:8])[C:10]([O:12][CH2:13][CH3:14])=[O:11])([CH3:19])([CH3:18])[CH3:17]. The yield is 0.540. (3) The reactants are [Cl:1][C:2]1[CH:7]=[CH:6][C:5]([C:8]2[S:12][C:11]([C:13]([OH:15])=O)=[CH:10][C:9]=2[CH2:16][C:17]([O:19][CH2:20][CH3:21])=[O:18])=[CH:4][CH:3]=1.C(N(CC)CC)C.[Cl:29][C:30]1[CH:39]=[CH:38][C:33]([C:34]([NH:36][NH2:37])=[O:35])=[CH:32][CH:31]=1.C1CN([P+](ON2N=NC3C=CC=CC2=3)(N2CCCC2)N2CCCC2)CC1.F[P-](F)(F)(F)(F)F.C(OC(C)C)(C)C. The catalyst is CN(C=O)C.O. The product is [Cl:29][C:30]1[CH:39]=[CH:38][C:33]([C:34]([NH:36][NH:37][C:13]([C:11]2[S:12][C:8]([C:5]3[CH:4]=[CH:3][C:2]([Cl:1])=[CH:7][CH:6]=3)=[C:9]([CH2:16][C:17]([O:19][CH2:20][CH3:21])=[O:18])[CH:10]=2)=[O:15])=[O:35])=[CH:32][CH:31]=1. The yield is 0.780. (4) The reactants are CN(C=O)C.[C:6]([Cl:11])(=O)[C:7](Cl)=O.[N:12]1[C:17]2[S:18][CH:19]=[CH:20]C=2C(=O)[NH:14][CH:13]=1.O. The catalyst is ClCCl. The product is [Cl:11][C:6]1[C:7]2[CH:20]=[CH:19][S:18][C:17]=2[N:12]=[CH:13][N:14]=1. The yield is 0.960. (5) The catalyst is Cl. The product is [ClH:21].[NH2:1][C:2]1[CH:7]=[CH:6][C:5]([CH:8]([C:15]2[CH:20]=[CH:19][C:18]([Cl:21])=[CH:17][CH:16]=2)[C:9]2[N:13]([CH3:14])[CH:12]=[N:11][CH:10]=2)=[CH:4][C:3]=1[CH:22]([C:24]1[CH:29]=[CH:28][CH:27]=[C:26]([Cl:30])[CH:25]=1)[S:31][CH2:32][C:33]([OH:35])=[O:34]. The reactants are [NH2:1][C:2]1[CH:7]=[CH:6][C:5]([CH:8]([C:15]2[CH:20]=[CH:19][C:18]([Cl:21])=[CH:17][CH:16]=2)[C:9]2[N:13]([CH3:14])[CH:12]=[N:11][CH:10]=2)=[CH:4][C:3]=1[CH:22]([C:24]1[CH:29]=[CH:28][CH:27]=[C:26]([Cl:30])[CH:25]=1)O.[SH:31][CH2:32][C:33]([OH:35])=[O:34]. The yield is 0.960. (6) The reactants are C1C=CC(C2C=CC=CC=2)=CC=1.C1C=CC(OC2C=CC=CC=2)=CC=1.[CH3:26][O:27][C:28]1[N:33]=[CH:32][C:31]([NH:34][CH:35]=[C:36]([C:42](=[O:44])[CH3:43])[C:37]([O:39]CC)=O)=[CH:30][CH:29]=1. No catalyst specified. The product is [OH:39][C:37]1[C:32]2[C:31](=[CH:30][CH:29]=[C:28]([O:27][CH3:26])[N:33]=2)[N:34]=[CH:35][C:36]=1[C:42](=[O:44])[CH3:43]. The yield is 0.460. (7) The reactants are [CH3:1][O:2][C:3]1[CH:22]=[CH:21][C:6]([CH2:7][N:8]2[C:12]3[N:13]=[CH:14][C:15]4[CH2:16][NH:17][CH2:18][CH2:19][C:20]=4[C:11]=3[CH:10]=[N:9]2)=[CH:5][CH:4]=1.CCN(CC)CC.[C:30]1([S:36](Cl)(=[O:38])=[O:37])[CH:35]=[CH:34][CH:33]=[CH:32][CH:31]=1. The catalyst is ClCCl. The product is [CH3:1][O:2][C:3]1[CH:4]=[CH:5][C:6]([CH2:7][N:8]2[C:12]3[N:13]=[CH:14][C:15]4[CH2:16][N:17]([S:36]([C:30]5[CH:35]=[CH:34][CH:33]=[CH:32][CH:31]=5)(=[O:38])=[O:37])[CH2:18][CH2:19][C:20]=4[C:11]=3[CH:10]=[N:9]2)=[CH:21][CH:22]=1. The yield is 0.770.